From a dataset of Forward reaction prediction with 1.9M reactions from USPTO patents (1976-2016). Predict the product of the given reaction. (1) Given the reactants C(=O)([O-])[O-].[K+].[K+].[N+:7]([C:10]1[CH:15]=[CH:14][C:13]([OH:16])=[C:12]([C:17]([F:20])([F:19])[F:18])[CH:11]=1)([O-:9])=[O:8].Cl.[CH2:22]([N:24]([CH2:27][CH2:28]Cl)[CH2:25][CH3:26])[CH3:23], predict the reaction product. The product is: [CH2:22]([N:24]([CH2:27][CH3:28])[CH2:25][CH2:26][O:16][C:13]1[CH:14]=[CH:15][C:10]([N+:7]([O-:9])=[O:8])=[CH:11][C:12]=1[C:17]([F:18])([F:19])[F:20])[CH3:23]. (2) Given the reactants [CH3:1][C:2]1[CH:10]=[CH:9][C:5]([C:6]([OH:8])=[O:7])=[CH:4][C:3]=1[N+:11]([O-:13])=[O:12].[CH2:14](O)[CH3:15], predict the reaction product. The product is: [CH3:1][C:2]1[CH:10]=[CH:9][C:5]([C:6]([O:8][CH2:14][CH3:15])=[O:7])=[CH:4][C:3]=1[N+:11]([O-:13])=[O:12]. (3) Given the reactants [Cl:1][C:2]1[CH:3]=[CH:4][C:5]([O:12][CH2:13][C:14]([N:16]2[CH2:22][CH2:21][CH:20]([CH2:23][C:24]3[CH:29]=[CH:28][C:27]([F:30])=[CH:26][CH:25]=3)[O:19][CH2:18][CH2:17]2)=O)=[C:6]([NH:8][C:9]([NH2:11])=[O:10])[CH:7]=1, predict the reaction product. The product is: [Cl:1][C:2]1[CH:3]=[CH:4][C:5]([O:12][CH2:13][CH2:14][N:16]2[CH2:22][CH2:21][CH:20]([CH2:23][C:24]3[CH:25]=[CH:26][C:27]([F:30])=[CH:28][CH:29]=3)[O:19][CH2:18][CH2:17]2)=[C:6]([NH:8][C:9]([NH2:11])=[O:10])[CH:7]=1. (4) Given the reactants [H-].[Na+].[OH:3][C:4]1[CH:5]=[C:6]([CH:11]=[CH:12][CH:13]=1)[C:7]([O:9][CH3:10])=[O:8].[CH2:14](Br)[C:15]1[CH:20]=[CH:19][CH:18]=[CH:17][CH:16]=1, predict the reaction product. The product is: [CH2:14]([O:3][C:4]1[CH:5]=[C:6]([CH:11]=[CH:12][CH:13]=1)[C:7]([O:9][CH3:10])=[O:8])[C:15]1[CH:20]=[CH:19][CH:18]=[CH:17][CH:16]=1. (5) The product is: [SH:13][C:9]1[CH:10]=[C:11]2[C:6](=[CH:7][CH:8]=1)[C:5](=[O:24])[N:4]([CH2:3][C:2]([F:25])([F:1])[F:26])[CH2:12]2. Given the reactants [F:1][C:2]([F:26])([F:25])[CH2:3][N:4]1[CH2:12][C:11]2[C:6](=[CH:7][CH:8]=[C:9]([S:13][Si](C(C)C)(C(C)C)C(C)C)[CH:10]=2)[C:5]1=[O:24].Cl, predict the reaction product. (6) Given the reactants [Br:1]N1C(=O)CCC1=O.[CH3:9][C:10]1([CH3:31])[C:19]2[CH:20]=[CH:21][CH:22]=[C:23]3[S:24][C:25]4[CH:26]=[CH:27][CH:28]=[CH:29][C:30]=4[N:17]([C:18]=23)[C:16]2[C:11]1=[CH:12][CH:13]=[CH:14][CH:15]=2, predict the reaction product. The product is: [Br:1][C:21]1[CH:22]=[C:23]2[C:18]3=[C:19]([C:10]([CH3:31])([CH3:9])[C:11]4[C:16]([N:17]3[C:30]3[CH:29]=[CH:28][CH:27]=[CH:26][C:25]=3[S:24]2)=[CH:15][CH:14]=[CH:13][CH:12]=4)[CH:20]=1.